Dataset: Catalyst prediction with 721,799 reactions and 888 catalyst types from USPTO. Task: Predict which catalyst facilitates the given reaction. (1) Reactant: C([O:3][C:4](=[O:29])[CH2:5][C:6]1[N:14]2[C:9]([CH:10]=[CH:11][C:12]([C:15]#[N:16])=[CH:13]2)=[C:8]([S:17][C:18]2[CH:23]=[CH:22][C:21]([S:24]([CH3:27])(=[O:26])=[O:25])=[CH:20][CH:19]=2)[C:7]=1[CH3:28])C.[OH-].[Li+]. The catalyst class is: 7. Product: [C:15]([C:12]1[CH:11]=[CH:10][C:9]2[N:14]([C:6]([CH2:5][C:4]([OH:29])=[O:3])=[C:7]([CH3:28])[C:8]=2[S:17][C:18]2[CH:19]=[CH:20][C:21]([S:24]([CH3:27])(=[O:26])=[O:25])=[CH:22][CH:23]=2)[CH:13]=1)#[N:16]. (2) Reactant: [Cl:1][C:2]1[CH:18]=[CH:17][C:5]([CH:6]=[C:7]2[C:15]3[C:10](=[CH:11][CH:12]=[CH:13][CH:14]=3)[C:9](=[O:16])[O:8]2)=[CH:4][C:3]=1[N+:19]([O-])=O.[Cl-].[NH4+]. Product: [NH2:19][C:3]1[CH:4]=[C:5]([CH:17]=[CH:18][C:2]=1[Cl:1])[CH:6]=[C:7]1[C:15]2[C:10](=[CH:11][CH:12]=[CH:13][CH:14]=2)[C:9](=[O:16])[O:8]1. The catalyst class is: 150. (3) Reactant: C(N(CC)CC)C.[CH3:8][C@:9]12[C:15]([CH3:17])([CH3:16])[C@H:12]([CH2:13][CH2:14]1)[CH:11]([C:18](Cl)=[O:19])[C:10]2=O.C(O[C:27]([N:29](C)[NH:30][C:31]1[CH:36]=[C:35]([C:37]([F:40])([F:39])[F:38])[CH:34]=[CH:33][C:32]=1[F:41])=O)(C)(C)C.Cl.O1CCOCC1. Product: [F:41][C:32]1[CH:33]=[CH:34][C:35]([C:37]([F:40])([F:39])[F:38])=[CH:36][C:31]=1[N:30]1[C:18](=[O:19])[C:11]2[C@@H:12]3[C:15]([CH3:17])([CH3:16])[C@@:9]([CH3:8])([CH2:14][CH2:13]3)[C:10]=2[N:29]1[CH3:27]. The catalyst class is: 417. (4) Reactant: C(OC([O:8][NH:9][C:10](=[O:19])[CH2:11][CH2:12][C:13]1[CH:18]=[CH:17][CH:16]=[CH:15][CH:14]=1)C)C(C)C.CO.Cl. Product: [OH:8][NH:9][C:10](=[O:19])[CH2:11][CH2:12][C:13]1[CH:18]=[CH:17][CH:16]=[CH:15][CH:14]=1. The catalyst class is: 135. (5) Reactant: C([O:4][C@@H:5]1[C@@H:13]([CH2:14][O:15]C(=O)C)[O:12][C@H:11]2[C@H:7]([N:8]=[C:9]([NH:19][CH3:20])[S:10]2)[C@H:6]1[O:21]C(=O)C)(=O)C.C(=O)([O-])[O-].[K+].[K+]. Product: [OH:15][CH2:14][C@H:13]1[O:12][C@H:11]2[C@H:7]([N:8]=[C:9]([NH:19][CH3:20])[S:10]2)[C@@H:6]([OH:21])[C@@H:5]1[OH:4]. The catalyst class is: 5. (6) Reactant: I[C:2]1[CH:3]=[N:4][N:5]([CH:9]([CH2:13][CH:14]([CH3:16])[CH3:15])[C:10]([OH:12])=O)[C:6](=[O:8])[CH:7]=1.C(N(CC)C(C)C)(C)C.F[P-](F)(F)(F)(F)F.[N:33]1([O:42][P+](N(C)C)(N(C)C)N(C)C)[C:37]2[CH:38]=[CH:39][CH:40]=[CH:41][C:36]=2[N:35]=[N:34]1.[CH3:53][C:54]1([CH3:66])[O:58][C@H:57]([CH2:59][N:60]2[CH:64]=[CH:63][C:62]([NH2:65])=[N:61]2)[CH2:56][O:55]1. Product: [CH3:53][C:54]1([CH3:66])[O:58][C@H:57]([CH2:59][N:60]2[CH:64]=[CH:63][C:62]([NH:65][C:10](=[O:12])[CH:9]([N:5]3[C:6](=[O:8])[CH:7]=[C:2]([O:42][N:33]4[C:37]5[CH:38]=[CH:39][CH:40]=[CH:41][C:36]=5[N:35]=[N:34]4)[CH:3]=[N:4]3)[CH2:13][CH:14]([CH3:16])[CH3:15])=[N:61]2)[CH2:56][O:55]1. The catalyst class is: 42.